Dataset: Catalyst prediction with 721,799 reactions and 888 catalyst types from USPTO. Task: Predict which catalyst facilitates the given reaction. (1) The catalyst class is: 214. Product: [CH2:1]([O:8][C:9]1[CH:10]=[C:11]([CH:16]=[CH:17][C:18]=1[CH2:19][C:20]1[CH:21]=[CH:22][C:23]([CH2:26][CH3:27])=[CH:24][CH:25]=1)[C:12]([OH:14])=[O:13])[C:2]1[CH:3]=[CH:4][CH:5]=[CH:6][CH:7]=1. Reactant: [CH2:1]([O:8][C:9]1[CH:10]=[C:11]([CH:16]=[CH:17][C:18]=1[CH2:19][C:20]1[CH:25]=[CH:24][C:23]([CH2:26][CH3:27])=[CH:22][CH:21]=1)[C:12]([O:14]C)=[O:13])[C:2]1[CH:7]=[CH:6][CH:5]=[CH:4][CH:3]=1.[OH-].[Na+].Cl. (2) Reactant: [CH:1]([C:4]1([CH3:19])[S:8][C:7]([NH:9][C@H:10]2[CH2:15][C@H:14]3[CH2:16][C@@H:11]2[CH2:12][C:13]3=[O:17])=[N:6][C:5]1=[O:18])([CH3:3])[CH3:2].CCC(C)[BH-](C(C)CC)C(C)CC.[Li+]. Product: [OH:17][C@@H:13]1[CH2:12][C@H:11]2[CH2:16][C@@H:14]1[CH2:15][C@@H:10]2[NH:9][C:7]1[S:8][C:4]([CH:1]([CH3:3])[CH3:2])([CH3:19])[C:5](=[O:18])[N:6]=1. The catalyst class is: 1.